From a dataset of Reaction yield outcomes from USPTO patents with 853,638 reactions. Predict the reaction yield, written as a fraction of the theoretical maximum amount of product (1.0 means a 100% yield; for example, 0.34 means a 34% yield). (1) The reactants are [Br:1][C:2]1[CH:3]=[C:4]2[C:9](=[CH:10][CH:11]=1)[N:8]=[CH:7][C:6]([C:12]([CH:14]1[CH2:16][CH2:15]1)=[O:13])=[C:5]2Cl.[NH2:18][C:19]1[CH:20]=[CH:21][C:22]([NH:25][C:26](=[O:32])[O:27][C:28]([CH3:31])([CH3:30])[CH3:29])=[N:23][CH:24]=1. No catalyst specified. The yield is 0.720. The product is [Br:1][C:2]1[CH:3]=[C:4]2[C:9](=[CH:10][CH:11]=1)[N:8]=[CH:7][C:6]([C:12]([CH:14]1[CH2:16][CH2:15]1)=[O:13])=[C:5]2[NH:18][C:19]1[CH:20]=[CH:21][C:22]([NH:25][C:26](=[O:32])[O:27][C:28]([CH3:30])([CH3:29])[CH3:31])=[N:23][CH:24]=1. (2) The reactants are [CH3:1][C:2]([C:4]1[CH:9]=[CH:8][C:7]([F:10])=[C:6]([NH2:11])[CH:5]=1)=[O:3].[CH:12]1([C:15](O)=[O:16])[CH2:14][CH2:13]1.CCN(C(C)C)C(C)C. The catalyst is CN(C=O)C. The product is [C:2]([C:4]1[CH:9]=[CH:8][C:7]([F:10])=[C:6]([NH:11][C:15]([CH:12]2[CH2:14][CH2:13]2)=[O:16])[CH:5]=1)(=[O:3])[CH3:1]. The yield is 0.320.